From a dataset of Catalyst prediction with 721,799 reactions and 888 catalyst types from USPTO. Predict which catalyst facilitates the given reaction. (1) Reactant: [NH:1]1[CH2:6][CH:5]=[CH:4][CH2:3][CH2:2]1.CCN(CC)CC.Cl[C:15]([O:17][CH2:18][C:19]1[CH:24]=[CH:23][CH:22]=[CH:21][CH:20]=1)=[O:16]. Product: [CH2:18]([O:17][C:15]([N:1]1[CH2:2][CH:3]=[CH:4][CH2:5][CH2:6]1)=[O:16])[C:19]1[CH:24]=[CH:23][CH:22]=[CH:21][CH:20]=1. The catalyst class is: 2. (2) Product: [C:1]([C:3]1[CH:4]=[CH:5][C:6]([CH:9]([OH:23])[CH2:10][N:11]2[CH2:16][CH2:15][CH2:14][C@H:13]([CH2:17][C:18]([O:20][CH2:21][CH3:22])=[O:19])[CH2:12]2)=[CH:7][CH:8]=1)#[N:2]. The catalyst class is: 5. Reactant: [C:1]([C:3]1[CH:8]=[CH:7][C:6]([C:9](=[O:23])[CH2:10][N:11]2[CH2:16][CH2:15][CH2:14][C@H:13]([CH2:17][C:18]([O:20][CH2:21][CH3:22])=[O:19])[CH2:12]2)=[CH:5][CH:4]=1)#[N:2].[BH4-].[Na+]. (3) Product: [CH2:26]([N:27]1[CH2:34][C@@H:15]([C:16]2[CH:17]=[CH:18][C:19]([C:20]#[N:21])=[CH:22][CH:23]=2)[C@:12]2([N:11]([CH3:24])[C:10](=[O:25])[N:9]([C:4]3[CH:5]=[C:6]([Cl:8])[CH:7]=[C:2]([Cl:1])[CH:3]=3)[C:13]2=[O:14])[CH2:28]1)[C:37]1[CH:42]=[CH:41][CH:40]=[CH:39][CH:38]=1. The catalyst class is: 60. Reactant: [Cl:1][C:2]1[CH:3]=[C:4]([N:9]2[C:13](=[O:14])/[C:12](=[CH:15]\[C:16]3[CH:23]=[CH:22][C:19]([C:20]#[N:21])=[CH:18][CH:17]=3)/[N:11]([CH3:24])[C:10]2=[O:25])[CH:5]=[C:6]([Cl:8])[CH:7]=1.[CH2:26]1N2CN3CN(C2)[CH2:28][N:27]1[CH2:34]3.C(NCC(O)=O)[C:37]1[CH:42]=[CH:41][CH:40]=[CH:39][CH:38]=1.C1(C)C=CC=CC=1. (4) Reactant: [CH3:1][C:2]([CH3:16])([CH2:8][O:9][CH:10]1[CH2:15][CH2:14][CH2:13][CH2:12][O:11]1)[CH2:3][CH2:4][CH2:5][CH2:6][NH2:7].O=C1CCC(=O)N1[O:24][C:25](=O)[CH2:26][CH2:27][CH2:28][CH2:29][C:30]([CH3:40])([CH3:39])[CH2:31][O:32][CH:33]1[CH2:38][CH2:37][CH2:36][CH2:35][O:34]1. The catalyst class is: 2. Product: [CH3:1][C:2]([CH3:16])([CH2:8][O:9][CH:10]1[CH2:15][CH2:14][CH2:13][CH2:12][O:11]1)[CH2:3][CH2:4][CH2:5][CH2:6][NH:7][C:25](=[O:24])[CH2:26][CH2:27][CH2:28][CH2:29][C:30]([CH3:39])([CH3:40])[CH2:31][O:32][CH:33]1[CH2:38][CH2:37][CH2:36][CH2:35][O:34]1. (5) Reactant: [OH:1][C@H:2]1[CH2:7][CH2:6][C@H:5]([NH:8][C:9]2[N:10]=[C:11]([NH:18][C:19]3[CH:24]=[CH:23][CH:22]=[C:21]([S:25]([CH3:28])(=[O:27])=[O:26])[CH:20]=3)[C:12]([C:15]([NH2:17])=[O:16])=[N:13][CH:14]=2)[CH2:4][CH2:3]1.C(Cl)(Cl)Cl.[I:33]N1C(=O)CCC1=O. The catalyst class is: 10. Product: [OH:1][C@H:2]1[CH2:3][CH2:4][C@H:5]([NH:8][C:9]2[N:10]=[C:11]([NH:18][C:19]3[CH:24]=[CH:23][CH:22]=[C:21]([S:25]([CH3:28])(=[O:26])=[O:27])[CH:20]=3)[C:12]([C:15]([NH2:17])=[O:16])=[N:13][C:14]=2[I:33])[CH2:6][CH2:7]1. (6) Reactant: [C:1]([C:5]1[N:9]([CH2:10][CH:11]2[CH2:16][CH2:15][O:14][CH2:13][CH2:12]2)[C:8]2[CH:17]=[CH:18][C:19]([S:21]([CH2:24][CH3:25])(=[O:23])=[O:22])=[CH:20][C:7]=2[N:6]=1)([CH3:4])([CH3:3])[CH3:2].[ClH:26]. Product: [ClH:26].[C:1]([C:5]1[N:9]([CH2:10][CH:11]2[CH2:12][CH2:13][O:14][CH2:15][CH2:16]2)[C:8]2[CH:17]=[CH:18][C:19]([S:21]([CH2:24][CH3:25])(=[O:23])=[O:22])=[CH:20][C:7]=2[N:6]=1)([CH3:4])([CH3:2])[CH3:3]. The catalyst class is: 13. (7) Reactant: C(OC([N:8]1[C:12]2[N:13]=[CH:14][N:15]=[C:16]([N:17]3[CH2:24][C:21]4([CH2:23][CH2:22]4)[N:20]([S:25](=[O:29])(=[O:28])[NH:26][CH3:27])[CH2:19][CH2:18]3)[C:11]=2[CH:10]=[CH:9]1)=O)(C)(C)C.C([O-])([O-])=O.[Cs+].[Cs+].BrC[C:38]1[CH:45]=[CH:44][C:41]([C:42]#[N:43])=[CH:40][CH:39]=1.[C:46]([O-])([O-])=O.[Na+].[Na+]. Product: [C:42]([C:41]1[CH:44]=[CH:45][C:38]([CH2:27][N:26]([CH3:46])[S:25]([N:20]2[CH2:19][CH2:18][N:17]([C:16]3[C:11]4[CH:10]=[CH:9][NH:8][C:12]=4[N:13]=[CH:14][N:15]=3)[CH2:24][C:21]32[CH2:23][CH2:22]3)(=[O:28])=[O:29])=[CH:39][CH:40]=1)#[N:43]. The catalyst class is: 735.